This data is from Catalyst prediction with 721,799 reactions and 888 catalyst types from USPTO. The task is: Predict which catalyst facilitates the given reaction. (1) Reactant: [C:1]([O:5][C:6]([N:8]1[CH2:13][CH2:12][N:11]([C:14]2[C:15]3[CH2:23][CH2:22][C@H:21]([CH3:24])[N:20](C(=O)C(OC)(C4C=CC=CC=4)C(F)(F)F)[C:16]=3[N:17]=[CH:18][N:19]=2)[CH2:10][CH2:9]1)=[O:7])([CH3:4])([CH3:3])[CH3:2].[Li+].[OH-].Cl. Product: [C:1]([O:5][C:6]([N:8]1[CH2:9][CH2:10][N:11]([C:14]2[C:15]3[CH2:23][CH2:22][C@H:21]([CH3:24])[NH:20][C:16]=3[N:17]=[CH:18][N:19]=2)[CH2:12][CH2:13]1)=[O:7])([CH3:4])([CH3:2])[CH3:3]. The catalyst class is: 5. (2) Reactant: [CH2:1]([N:8]1[CH2:13][CH2:12][C:11]([C:15]2[CH:20]=[CH:19][C:18]([O:21][CH2:22][CH2:23][CH3:24])=[CH:17][CH:16]=2)(O)[CH2:10][CH2:9]1)[C:2]1[CH:7]=[CH:6][CH:5]=[CH:4][CH:3]=1.C(O)(C(F)(F)F)=O. Product: [CH2:1]([N:8]1[CH2:9][CH:10]=[C:11]([C:15]2[CH:16]=[CH:17][C:18]([O:21][CH2:22][CH2:23][CH3:24])=[CH:19][CH:20]=2)[CH2:12][CH2:13]1)[C:2]1[CH:3]=[CH:4][CH:5]=[CH:6][CH:7]=1. The catalyst class is: 2. (3) Reactant: [OH:1][C:2]1[CH:11]=[CH:10][C:9]2[C:4](=[CH:5][CH:6]=[CH:7][C:8]=2[NH2:12])[CH:3]=1.[C:13](O[C:13]([O:15][C:16]([CH3:19])([CH3:18])[CH3:17])=[O:14])([O:15][C:16]([CH3:19])([CH3:18])[CH3:17])=[O:14]. Product: [OH:1][C:2]1[CH:11]=[CH:10][C:9]2[C:4](=[CH:5][CH:6]=[CH:7][C:8]=2[NH:12][C:13](=[O:14])[O:15][C:16]([CH3:19])([CH3:18])[CH3:17])[CH:3]=1. The catalyst class is: 1. (4) Reactant: [Br-].[O:2]1[CH2:6][CH2:5][O:4][CH:3]1[CH2:7][P+](C1C=CC=CC=1)(C1C=CC=CC=1)C1C=CC=CC=1.CC(C)([O-])C.[K+].[F:33][C:34]1[C:41]([F:42])=[CH:40][CH:39]=[CH:38][C:35]=1[CH:36]=O.O. Product: [F:33][C:34]1[C:41]([F:42])=[CH:40][CH:39]=[CH:38][C:35]=1[CH2:36][CH2:7][CH:3]1[O:4][CH2:5][CH2:6][O:2]1. The catalyst class is: 1.